This data is from Reaction yield outcomes from USPTO patents with 853,638 reactions. The task is: Predict the reaction yield, written as a fraction of the theoretical maximum amount of product (1.0 means a 100% yield; for example, 0.34 means a 34% yield). The reactants are [H-].[Na+].[F:3][C:4]([F:12])([F:11])[CH:5]([OH:10])[C:6]([F:9])([F:8])[F:7].Cl[C:14]1[CH:19]=[C:18]([CH3:20])[C:17]([N+:21]([O-:23])=[O:22])=[CH:16][N:15]=1.C(OCC)(=O)C. The catalyst is O1CCCC1.O. The product is [CH3:20][C:18]1[C:17]([N+:21]([O-:23])=[O:22])=[CH:16][N:15]=[C:14]([O:10][CH:5]([C:6]([F:9])([F:8])[F:7])[C:4]([F:12])([F:11])[F:3])[CH:19]=1. The yield is 0.800.